Task: Predict the reactants needed to synthesize the given product.. Dataset: Full USPTO retrosynthesis dataset with 1.9M reactions from patents (1976-2016) (1) Given the product [NH2:1][C:2](=[O:35])[C@H:3]([NH:17][C:18]1[C:26]([F:27])=[CH:25][C:21]([C:22]([NH2:24])=[O:23])=[C:20]([NH:28][C:29]2[S:33][N:32]=[C:31]([CH3:34])[CH:30]=2)[CH:19]=1)[CH2:4][C:5]1[CH:10]=[CH:9][C:8]([C:38]2[CH:37]=[N:36][CH:41]=[CH:40][CH:39]=2)=[CH:7][CH:6]=1, predict the reactants needed to synthesize it. The reactants are: [NH2:1][C:2](=[O:35])[C@H:3]([NH:17][C:18]1[C:26]([F:27])=[CH:25][C:21]([C:22]([NH2:24])=[O:23])=[C:20]([NH:28][C:29]2[S:33][N:32]=[C:31]([CH3:34])[CH:30]=2)[CH:19]=1)[CH2:4][C:5]1[CH:10]=[CH:9][C:8](C2C=CN=CC=2)=[CH:7][CH:6]=1.[N:36]1[CH:41]=[CH:40][CH:39]=[C:38](B(O)O)[CH:37]=1. (2) Given the product [Br:19][C:20]1[C:25]([CH2:26][CH:27]=[O:28])=[CH:24][CH:23]=[CH:22][N:21]=1, predict the reactants needed to synthesize it. The reactants are: [H-].[Na+].[Cl-].[PH4+].BrC1N=CC=CC=1C=O.C(=O)(O)[O-].[Na+].[Br:19][C:20]1[C:25]([CH:26]=[CH:27][O:28]C)=[CH:24][CH:23]=[CH:22][N:21]=1. (3) Given the product [Br:1][C:2]1[CH:25]=[CH:24][C:5]([O:6][CH2:7][CH:8]2[CH2:13][CH2:12][N:11]([CH2:14][C:16]3([C:20]([F:23])([F:21])[F:22])[CH2:17][CH2:18][CH2:19]3)[CH2:10][CH2:9]2)=[CH:4][C:3]=1[F:26], predict the reactants needed to synthesize it. The reactants are: [Br:1][C:2]1[CH:25]=[CH:24][C:5]([O:6][CH2:7][CH:8]2[CH2:13][CH2:12][N:11]([C:14]([C:16]3([C:20]([F:23])([F:22])[F:21])[CH2:19][CH2:18][CH2:17]3)=O)[CH2:10][CH2:9]2)=[CH:4][C:3]=1[F:26].S(C)C.O. (4) Given the product [NH:11]1[CH2:17][CH2:16][CH:15]([NH:18][C:19](=[O:25])[O:20][C:21]([CH3:23])([CH3:24])[CH3:22])[CH2:14][C:13]2[CH:26]=[CH:27][CH:28]=[CH:29][C:12]1=2, predict the reactants needed to synthesize it. The reactants are: S([N:11]1[CH2:17][CH2:16][CH:15]([NH:18][C:19](=[O:25])[O:20][C:21]([CH3:24])([CH3:23])[CH3:22])[CH2:14][C:13]2[CH:26]=[CH:27][CH:28]=[CH:29][C:12]1=2)(C1C=CC(C)=CC=1)(=O)=O.[Mg].